Dataset: Catalyst prediction with 721,799 reactions and 888 catalyst types from USPTO. Task: Predict which catalyst facilitates the given reaction. (1) Reactant: Cl[C:2]1[C:7]([C:8]([NH:10][C:11]2[C:12]([Cl:18])=[N:13][CH:14]=[CH:15][C:16]=2[CH3:17])=[O:9])=[CH:6][CH:5]=[CH:4][N:3]=1.[F-].[K+].[CH:21]1([NH2:24])[CH2:23][CH2:22]1.O. The catalyst class is: 673. Product: [Cl:18][C:12]1[C:11]([NH:10][C:8]([C:7]2[C:2]([NH:24][CH:21]3[CH2:23][CH2:22]3)=[N:3][CH:4]=[CH:5][CH:6]=2)=[O:9])=[C:16]([CH3:17])[CH:15]=[CH:14][N:13]=1. (2) Reactant: [OH:1][C@H:2]([CH2:21][O:22][C:23]1[CH:28]=[CH:27][CH:26]=[CH:25][CH:24]=1)[CH2:3][NH:4][C@@H:5]([CH2:10][C:11]1[CH:16]=[CH:15][C:14]([O:17]COC)=[CH:13][CH:12]=1)[C:6]([CH3:9])([OH:8])[CH3:7].CO.[ClH:31]. Product: [ClH:31].[OH:8][C:6]([CH3:9])([CH3:7])[C@@H:5]([NH:4][CH2:3][C@H:2]([OH:1])[CH2:21][O:22][C:23]1[CH:24]=[CH:25][CH:26]=[CH:27][CH:28]=1)[CH2:10][C:11]1[CH:12]=[CH:13][C:14]([OH:17])=[CH:15][CH:16]=1. The catalyst class is: 12. (3) Reactant: [O:1]=[C:2]([C:14]1[CH:19]=[CH:18][CH:17]=[CH:16][CH:15]=1)[CH2:3][NH:4][S:5]([C:8]1[CH:13]=[CH:12][CH:11]=[CH:10][CH:9]=1)(=[O:7])=[O:6].[C:20]([O-])([O-])=O.[K+].[K+].IC. Product: [CH3:20][N:4]([CH2:3][C:2](=[O:1])[C:14]1[CH:19]=[CH:18][CH:17]=[CH:16][CH:15]=1)[S:5]([C:8]1[CH:13]=[CH:12][CH:11]=[CH:10][CH:9]=1)(=[O:7])=[O:6]. The catalyst class is: 21. (4) Reactant: [CH3:1][C:2]1[CH:7]=[C:6]([CH3:8])[CH:5]=[C:4]([CH3:9])[C:3]=1[OH:10].[H-].[Na+].[CH3:13][C:14]1[N:19]=[C:18](Cl)[C:17]([CH3:21])=[C:16]([Cl:22])[N:15]=1. Product: [Cl:22][C:16]1[C:17]([CH3:21])=[C:18]([O:10][C:3]2[C:4]([CH3:9])=[CH:5][C:6]([CH3:8])=[CH:7][C:2]=2[CH3:1])[N:19]=[C:14]([CH3:13])[N:15]=1. The catalyst class is: 1. (5) The catalyst class is: 19. Reactant: [CH3:1][O:2][C:3]1[CH:4]=[C:5]([C:15]2[N:16]=[C:17]3[CH:22]=[CH:21][CH:20]=[CH:19][N:18]3[CH:23]=2)[CH:6]=[CH:7][C:8]=1[C:9]1[CH:14]=[CH:13][CH:12]=[CH:11][N:10]=1. Product: [CH3:1][O:2][C:3]1[CH:4]=[C:5]([C:15]2[N:16]=[C:17]3[CH2:22][CH2:21][CH2:20][CH2:19][N:18]3[CH:23]=2)[CH:6]=[CH:7][C:8]=1[C:9]1[CH:14]=[CH:13][CH:12]=[CH:11][N:10]=1. (6) Reactant: [F:1][C:2]1[CH:7]=[CH:6][CH:5]=[C:4]([F:8])[C:3]=1[N:9]1[C:17]2[CH:16]=[CH:15][NH:14][C:13](=[O:18])[C:12]=2[C:11]([C:19]2[CH:24]=[CH:23][C:22]([CH2:25][C:26]#[N:27])=[CH:21][CH:20]=2)=[N:10]1.C(=O)([O-])[O-:29].[K+].[K+].OO.O. Product: [F:1][C:2]1[CH:7]=[CH:6][CH:5]=[C:4]([F:8])[C:3]=1[N:9]1[C:17]2[CH:16]=[CH:15][NH:14][C:13](=[O:18])[C:12]=2[C:11]([C:19]2[CH:24]=[CH:23][C:22]([CH2:25][C:26]([NH2:27])=[O:29])=[CH:21][CH:20]=2)=[N:10]1. The catalyst class is: 16. (7) Reactant: [NH2:1][C:2]1[C:10]([C:11]([OH:13])=[O:12])=[C:9]2[C:5]([CH:6]=[N:7][NH:8]2)=[CH:4][C:3]=1[C:14]#[CH:15].[Cl:16][C:17]1[C:18]([N:23]2[C:27]([C:28](O)=O)=[CH:26][C:25]([C:31]([F:34])([F:33])[F:32])=[N:24]2)=[N:19][CH:20]=[CH:21][CH:22]=1.N1C=CC=CC=1.CS(Cl)(=O)=O. Product: [Cl:16][C:17]1[C:18]([N:23]2[C:27]([C:28]3[O:12][C:11](=[O:13])[C:10]4[C:2](=[C:3]([C:14]#[CH:15])[CH:4]=[C:5]5[CH:6]=[N:7][NH:8][C:9]5=4)[N:1]=3)=[CH:26][C:25]([C:31]([F:34])([F:32])[F:33])=[N:24]2)=[N:19][CH:20]=[CH:21][CH:22]=1. The catalyst class is: 10.